The task is: Predict the reactants needed to synthesize the given product.. This data is from Full USPTO retrosynthesis dataset with 1.9M reactions from patents (1976-2016). (1) Given the product [CH2:1]([O:8][C:9]1[C:10]([C:19]([O:21][CH3:22])=[O:20])=[N:11][N:12]2[CH2:17][CH2:16][N:15]([CH2:28][C:27]3[CH:30]=[CH:31][C:24]([F:23])=[CH:25][CH:26]=3)[C:14](=[O:18])[C:13]=12)[C:2]1[CH:7]=[CH:6][CH:5]=[CH:4][CH:3]=1, predict the reactants needed to synthesize it. The reactants are: [CH2:1]([O:8][C:9]1[C:10]([C:19]([O:21][CH3:22])=[O:20])=[N:11][N:12]2[CH2:17][CH2:16][NH:15][C:14](=[O:18])[C:13]=12)[C:2]1[CH:7]=[CH:6][CH:5]=[CH:4][CH:3]=1.[F:23][C:24]1[CH:31]=[CH:30][C:27]([CH2:28]Br)=[CH:26][CH:25]=1. (2) Given the product [F:41][C:19]1[CH:20]=[C:21]2[C:26](=[C:17]([N:6]3[CH2:5][CH2:4][N:3]([C:8]([O:10][C:11]([CH3:14])([CH3:13])[CH3:12])=[O:9])[C:2]([CH3:15])([CH3:1])[CH2:7]3)[CH:18]=1)[N:25]=[C:24]([C:27]1[N:31]3[CH:32]=[CH:33][C:34]([O:36][CH2:37][CH2:38][O:39][CH3:40])=[CH:35][C:30]3=[N:29][CH:28]=1)[CH:23]=[CH:22]2, predict the reactants needed to synthesize it. The reactants are: [CH3:1][C:2]1([CH3:15])[CH2:7][NH:6][CH2:5][CH2:4][N:3]1[C:8]([O:10][C:11]([CH3:14])([CH3:13])[CH3:12])=[O:9].Br[C:17]1[CH:18]=[C:19]([F:41])[CH:20]=[C:21]2[C:26]=1[N:25]=[C:24]([C:27]1[N:31]3[CH:32]=[CH:33][C:34]([O:36][CH2:37][CH2:38][O:39][CH3:40])=[CH:35][C:30]3=[N:29][CH:28]=1)[CH:23]=[CH:22]2.C([O-])([O-])=O.[Cs+].[Cs+].C1C=CC(P(C2C=CC3C(=CC=CC=3)C=2C2C3C(=CC=CC=3)C=CC=2P(C2C=CC=CC=2)C2C=CC=CC=2)C2C=CC=CC=2)=CC=1.